Dataset: Full USPTO retrosynthesis dataset with 1.9M reactions from patents (1976-2016). Task: Predict the reactants needed to synthesize the given product. (1) Given the product [C:6]1([NH:8][CH2:9][CH2:10][NH:13][C:14]([C:16]2[S:17][CH:18]=[CH:19][C:20]=2[NH:21][C:22]2[CH:27]=[CH:26][N:25]=[C:24]3[NH:28][CH:29]=[CH:30][C:23]=23)=[O:15])[CH:35]=[CH:36][CH:31]=[CH:32][CH:33]=1, predict the reactants needed to synthesize it. The reactants are: C(O[C:6]([N:8]1CC[CH:10]([NH:13][C:14]([C:16]2[S:17][CH:18]=[CH:19][C:20]=2[NH:21][C:22]2[CH:27]=[CH:26][N:25]=[C:24]3[NH:28][CH:29]=[CH:30][C:23]=23)=[O:15])[CH2:9]1)=O)(C)(C)C.[C:31]1(NCCN)[CH:36]=[CH:35]C=[CH:33][CH:32]=1. (2) Given the product [Cl:23][C:24]1[CH:25]=[C:26]([NH:27][C:2]2[C:7]3[C:8]4[CH2:14][CH2:13][NH:12][CH2:11][CH2:10][C:9]=4[S:22][C:6]=3[N:5]=[CH:4][N:3]=2)[CH:28]=[CH:29][C:30]=1[F:31], predict the reactants needed to synthesize it. The reactants are: Cl[C:2]1[C:7]2[C:8]3[CH2:14][CH2:13][N:12](C(OC(C)(C)C)=O)[CH2:11][CH2:10][C:9]=3[S:22][C:6]=2[N:5]=[CH:4][N:3]=1.[Cl:23][C:24]1[CH:25]=[C:26]([CH:28]=[CH:29][C:30]=1[F:31])[NH2:27]. (3) The reactants are: [C:1]1([CH3:10])[CH:6]=[CH:5][C:4]([N:7]=[C:8]=[S:9])=[CH:3][CH:2]=1.[C:11]1([NH2:18])[CH:16]=[CH:15][CH:14]=[CH:13][C:12]=1[NH2:17]. Given the product [NH2:17][C:12]1[CH:13]=[CH:14][CH:15]=[CH:16][C:11]=1[NH:18][C:8]([NH:7][C:4]1[CH:5]=[CH:6][C:1]([CH3:10])=[CH:2][CH:3]=1)=[S:9], predict the reactants needed to synthesize it. (4) The reactants are: [CH2:1]([O:3][C:4]([C:6]1[C:11](Br)=[CH:10][CH:9]=[C:8]([CH:13]2[CH2:15]C2)[N:7]=1)=[O:5])[CH3:2].[NH2:16][C:17]1[CH:18]=[N:19][CH:20]=[N:21][CH:22]=1. Given the product [CH2:1]([O:3][C:4]([C:6]1[C:11]([NH:16][C:17]2[CH:18]=[N:19][CH:20]=[N:21][CH:22]=2)=[CH:10][CH:9]=[C:8]([CH2:13][CH3:15])[N:7]=1)=[O:5])[CH3:2], predict the reactants needed to synthesize it. (5) Given the product [OH:26][CH2:25][CH2:24][CH2:23][O:22][C:19]1[N:20]=[C:21]2[C:16](=[CH:17][CH:18]=1)[N:15]=[CH:14][C:13]([C:27]#[N:28])=[C:12]2[CH2:11][CH2:10][C:5]12[CH2:8][CH2:9][C:2]([NH:1][CH2:40][C:38]3[CH:37]=[CH:36][C:33]4[O:34][CH2:35][C:30](=[O:29])[NH:31][C:32]=4[N:39]=3)([CH2:7][CH2:6]1)[CH2:3][O:4]2, predict the reactants needed to synthesize it. The reactants are: [NH2:1][C:2]12[CH2:9][CH2:8][C:5]([CH2:10][CH2:11][C:12]3[C:21]4[C:16](=[CH:17][CH:18]=[C:19]([O:22][CH2:23][CH2:24][CH2:25][OH:26])[N:20]=4)[N:15]=[CH:14][C:13]=3[C:27]#[N:28])([CH2:6][CH2:7]1)[O:4][CH2:3]2.[O:29]=[C:30]1[CH2:35][O:34][C:33]2[CH:36]=[CH:37][C:38]([CH:40]=O)=[N:39][C:32]=2[NH:31]1. (6) The reactants are: [NH2:1][C:2]1[CH:7]=[CH:6][C:5]([C:8]2[CH:13]=[CH:12][C:11]([C:14]([C@H:16]3[CH2:21][CH2:20][CH2:19][CH2:18][C@H:17]3[C:22]([O:24]C)=[O:23])=[O:15])=[CH:10][CH:9]=2)=[CH:4][CH:3]=1.Cl[C:27]1[S:28][C:29]2[CH:35]=[C:34]([Cl:36])[CH:33]=[CH:32][C:30]=2[N:31]=1.[OH-].[Na+]. Given the product [Cl:36][C:34]1[CH:33]=[CH:32][C:30]2[N:31]=[C:27]([NH:1][C:2]3[CH:3]=[CH:4][C:5]([C:8]4[CH:13]=[CH:12][C:11]([C:14]([C@@H:16]5[CH2:21][CH2:20][CH2:19][CH2:18][C@H:17]5[C:22]([OH:24])=[O:23])=[O:15])=[CH:10][CH:9]=4)=[CH:6][CH:7]=3)[S:28][C:29]=2[CH:35]=1, predict the reactants needed to synthesize it. (7) Given the product [Br:1][C:2]1[C:3]([CH3:15])=[C:4]2[C:9](=[CH:10][CH:11]=1)[C:8](=[O:12])[O:7][CH2:6][CH2:5]2, predict the reactants needed to synthesize it. The reactants are: [Br:1][C:2]1[C:3](I)=[C:4]2[C:9](=[CH:10][CH:11]=1)[C:8](=[O:12])[O:7][CH2:6][CH2:5]2.F[C:15](OB([O-])[O-])(F)F.[K+].[K+].C(=O)([O-])[O-].[Cs+].[Cs+].C1COCC1.